Dataset: Full USPTO retrosynthesis dataset with 1.9M reactions from patents (1976-2016). Task: Predict the reactants needed to synthesize the given product. Given the product [CH3:8][C:7]1[C:2]([NH:1][C:16]([N:29]2[CH2:30][CH2:31][N:26]([C:32]3[CH:37]=[CH:36][C:35]([NH:38][C:39]([C:41]4[N:42]=[C:43]([C:50]5[CH:55]=[CH:54][CH:53]=[CH:52][CH:51]=5)[O:44][C:45]=4[C:46]([F:47])([F:49])[F:48])=[O:40])=[CH:34][CH:33]=3)[CH2:27][CH2:28]2)=[O:17])=[N:3][CH:4]=[CH:5][CH:6]=1, predict the reactants needed to synthesize it. The reactants are: [NH2:1][C:2]1[C:7]([CH3:8])=[CH:6][CH:5]=[CH:4][N:3]=1.C(N(CC)CC)C.[C:16](Cl)(Cl)=[O:17].C1COCC1.Cl.[N:26]1([C:32]2[CH:37]=[CH:36][C:35]([NH:38][C:39]([C:41]3[N:42]=[C:43]([C:50]4[CH:55]=[CH:54][CH:53]=[CH:52][CH:51]=4)[O:44][C:45]=3[C:46]([F:49])([F:48])[F:47])=[O:40])=[CH:34][CH:33]=2)[CH2:31][CH2:30][NH:29][CH2:28][CH2:27]1.